The task is: Predict which catalyst facilitates the given reaction.. This data is from Catalyst prediction with 721,799 reactions and 888 catalyst types from USPTO. (1) Reactant: [C:1]1([S:7]([C:10]2[CH:15]=[CH:14][C:13]([NH:16][C:17]3[C:18]4[CH:26]=[C:25](Cl)[N:24]=[CH:23][C:19]=4[N:20]=[CH:21][N:22]=3)=[CH:12][CH:11]=2)(=[O:9])=[O:8])[CH:6]=[CH:5][CH:4]=[CH:3][CH:2]=1.[O:28]1[CH2:32][CH2:31][O:30][CH:29]1[C:33]1[O:37][C:36]([Sn](CCCC)(CCCC)CCCC)=[CH:35][CH:34]=1. Product: [C:1]1([S:7]([C:10]2[CH:15]=[CH:14][C:13]([NH:16][C:17]3[C:18]4[CH:26]=[C:25]([C:36]5[O:37][C:33]([CH:29]6[O:30][CH2:31][CH2:32][O:28]6)=[CH:34][CH:35]=5)[N:24]=[CH:23][C:19]=4[N:20]=[CH:21][N:22]=3)=[CH:12][CH:11]=2)(=[O:9])=[O:8])[CH:6]=[CH:5][CH:4]=[CH:3][CH:2]=1. The catalyst class is: 12. (2) Reactant: [Cl:1][C:2]1[C:11]2[C:6](=[C:7]([NH:12][CH:13]3[CH2:18][CH2:17][N:16](C(OC(C)(C)C)=O)[CH2:15][CH2:14]3)[CH:8]=[CH:9][CH:10]=2)[CH:5]=[CH:4][N:3]=1.COC1C=CC(C[NH2:33])=CC=1.C(P(C(C)(C)C)C1C=CC=CC=1C1C=CC=CC=1)(C)(C)C.CC(C)([O-])C.[Na+]. Product: [ClH:1].[NH2:33][C:2]1[C:11]2[C:6](=[C:7]([NH:12][CH:13]3[CH2:18][CH2:17][NH:16][CH2:15][CH2:14]3)[CH:8]=[CH:9][CH:10]=2)[CH:5]=[CH:4][N:3]=1. The catalyst class is: 101. (3) Reactant: [CH3:1][O:2][C:3]1[CH:18]=[CH:17][C:6]([CH2:7][C:8]2[C:9](=[O:16])[NH:10][C:11]([CH3:15])=[N:12][C:13]=2[CH3:14])=[CH:5][CH:4]=1.[CH3:19][C:20]([O:22][CH2:23][C@H:24]1[O:29][C@H:28](Br)[C@H:27]([O:31][C:32]([CH3:34])=[O:33])[C@@H:26]([O:35][C:36]([CH3:38])=[O:37])[C@@H:25]1[O:39][C:40]([CH3:42])=[O:41])=[O:21].C(=O)([O-])[O-].[K+].[K+]. Product: [C:32]([O:31][C@@H:27]1[C@@H:26]([O:35][C:36](=[O:37])[CH3:38])[C@H:25]([O:39][C:40](=[O:41])[CH3:42])[C@@H:24]([CH2:23][O:22][C:20](=[O:21])[CH3:19])[O:29][C@H:28]1[O:16][C:9]1[C:8]([CH2:7][C:6]2[CH:5]=[CH:4][C:3]([O:2][CH3:1])=[CH:18][CH:17]=2)=[C:13]([CH3:14])[N:12]=[C:11]([CH3:15])[N:10]=1)(=[O:33])[CH3:34]. The catalyst class is: 10. (4) Reactant: [Cl:1][C:2]1[C:3]([CH2:52][C:53]2[CH:58]=[CH:57][C:56]([CH2:59][CH3:60])=[CH:55][CH:54]=2)=[CH:4][C:5]([C@@:9]2([CH2:48][C:49]([CH3:51])=[CH2:50])[C@H:14]([O:15][CH2:16][C:17]3[CH:22]=[CH:21][CH:20]=[CH:19][CH:18]=3)[C@@H:13]([O:23][CH2:24][C:25]3[CH:30]=[CH:29][CH:28]=[CH:27][CH:26]=3)[C@H:12]([O:31][CH2:32][C:33]3[CH:38]=[CH:37][CH:36]=[CH:35][CH:34]=3)[C@@H:11]([CH2:39][O:40][CH2:41][C:42]3[CH:47]=[CH:46][CH:45]=[CH:44][CH:43]=3)[O:10]2)=[C:6]([OH:8])[CH:7]=1.ClC1C=C(C=CC=1)C(OO)=[O:66]. Product: [Cl:1][C:2]1[C:3]([CH2:52][C:53]2[CH:58]=[CH:57][C:56]([CH2:59][CH3:60])=[CH:55][CH:54]=2)=[CH:4][C:5]([C@:9]2([CH2:48][C:49]3([CH3:51])[CH2:50][O:66]3)[C@H:14]([O:15][CH2:16][C:17]3[CH:18]=[CH:19][CH:20]=[CH:21][CH:22]=3)[C@@H:13]([O:23][CH2:24][C:25]3[CH:30]=[CH:29][CH:28]=[CH:27][CH:26]=3)[C@H:12]([O:31][CH2:32][C:33]3[CH:38]=[CH:37][CH:36]=[CH:35][CH:34]=3)[C@@H:11]([CH2:39][O:40][CH2:41][C:42]3[CH:43]=[CH:44][CH:45]=[CH:46][CH:47]=3)[O:10]2)=[C:6]([OH:8])[CH:7]=1. The catalyst class is: 2. (5) Reactant: C(=O)([O-])[O-].[K+].[K+].C([O:10][C:11]1[CH:12]=[C:13]([C@:17]2([CH3:37])[CH2:22][CH2:21][N:20]([CH2:23][C@@H:24]([CH2:29][C:30]3[CH:35]=[CH:34][CH:33]=[CH:32][CH:31]=3)[C:25]([O:27][CH3:28])=[O:26])[CH2:19][C@@H:18]2[CH3:36])[CH:14]=[CH:15][CH:16]=1)(=O)C.O. Product: [OH:10][C:11]1[CH:12]=[C:13]([C@:17]2([CH3:37])[CH2:22][CH2:21][N:20]([CH2:23][C@@H:24]([CH2:29][C:30]3[CH:31]=[CH:32][CH:33]=[CH:34][CH:35]=3)[C:25]([O:27][CH3:28])=[O:26])[CH2:19][C@@H:18]2[CH3:36])[CH:14]=[CH:15][CH:16]=1. The catalyst class is: 5. (6) Reactant: [NH2:1][C:2]1[C:6]2[CH:7]=[C:8]([Cl:11])[CH:9]=[CH:10][C:5]=2[O:4][C:3]=1[C:12]#[N:13].[OH2:14]. Product: [NH2:1][C:2]1[C:6]2[CH:7]=[C:8]([Cl:11])[CH:9]=[CH:10][C:5]=2[O:4][C:3]=1[C:12]([NH2:13])=[O:14]. The catalyst class is: 65. (7) Reactant: [F:1][C:2]([F:50])([F:49])[C:3]1[CH:4]=[C:5]([CH:42]=[C:43]([C:45]([F:48])([F:47])[F:46])[CH:44]=1)[CH2:6][N:7]([CH2:23][C:24]1[C:25]([N:34]([CH2:38][CH:39]2[CH2:41][CH2:40]2)[CH2:35][CH2:36][CH3:37])=[N:26][C:27]2[C:32]([CH:33]=1)=[CH:31][CH:30]=[CH:29][CH:28]=2)[C:8]1[N:13]=[CH:12][C:11]([O:14][CH2:15][CH2:16][CH2:17][C:18]([O:20]CC)=[O:19])=[CH:10][N:9]=1.[OH-].[Na+]. Product: [F:50][C:2]([F:1])([F:49])[C:3]1[CH:4]=[C:5]([CH:42]=[C:43]([C:45]([F:47])([F:46])[F:48])[CH:44]=1)[CH2:6][N:7]([CH2:23][C:24]1[C:25]([N:34]([CH2:38][CH:39]2[CH2:41][CH2:40]2)[CH2:35][CH2:36][CH3:37])=[N:26][C:27]2[C:32]([CH:33]=1)=[CH:31][CH:30]=[CH:29][CH:28]=2)[C:8]1[N:9]=[CH:10][C:11]([O:14][CH2:15][CH2:16][CH2:17][C:18]([OH:20])=[O:19])=[CH:12][N:13]=1. The catalyst class is: 8.